Dataset: Forward reaction prediction with 1.9M reactions from USPTO patents (1976-2016). Task: Predict the product of the given reaction. (1) The product is: [C:21]([O:20][C:18]([NH:17][C:15](=[NH:16])[C:12]1[CH:13]=[CH:14][C:9]([O:8][CH2:7][CH:6]([OH:25])[C:5]([OH:26])=[O:4])=[CH:10][CH:11]=1)=[O:19])([CH3:24])([CH3:22])[CH3:23]. Given the reactants [OH-].[Na+].C[O:4][C:5](=[O:26])[CH:6]([OH:25])[CH2:7][O:8][C:9]1[CH:14]=[CH:13][C:12]([C:15]([NH:17][C:18]([O:20][C:21]([CH3:24])([CH3:23])[CH3:22])=[O:19])=[NH:16])=[CH:11][CH:10]=1.C(O)(=O)C, predict the reaction product. (2) Given the reactants C(OC([N:8]1[C@@H:16]2[C@@H:11]([CH2:12][CH2:13][CH2:14][CH2:15]2)[CH2:10][C@H:9]1[C:17]1[NH:21][C:20](=[O:22])[O:19][N:18]=1)=O)(C)(C)C, predict the reaction product. The product is: [NH:8]1[C@@H:16]2[C@@H:11]([CH2:12][CH2:13][CH2:14][CH2:15]2)[CH2:10][C@H:9]1[C:17]1[NH:21][C:20](=[O:22])[O:19][N:18]=1.